This data is from Catalyst prediction with 721,799 reactions and 888 catalyst types from USPTO. The task is: Predict which catalyst facilitates the given reaction. (1) Reactant: Cl[C:2]([C:4]1[CH:13]=[CH:12][C:7]([C:8]([O:10][CH3:11])=[O:9])=[CH:6][CH:5]=1)=[O:3].[N:14]1([CH2:20][CH2:21][CH2:22][O:23][C:24]2[CH:29]=[CH:28][C:27]([N:30]3[CH2:35][CH2:34][NH:33][CH2:32][CH2:31]3)=[CH:26][CH:25]=2)[CH2:19][CH2:18][CH2:17][CH2:16][CH2:15]1.C(N(CC)CC)C.C(=O)(O)[O-].[Na+]. Product: [N:14]1([CH2:20][CH2:21][CH2:22][O:23][C:24]2[CH:29]=[CH:28][C:27]([N:30]3[CH2:31][CH2:32][N:33]([C:2]([C:4]4[CH:13]=[CH:12][C:7]([C:8]([O:10][CH3:11])=[O:9])=[CH:6][CH:5]=4)=[O:3])[CH2:34][CH2:35]3)=[CH:26][CH:25]=2)[CH2:19][CH2:18][CH2:17][CH2:16][CH2:15]1. The catalyst class is: 4. (2) Reactant: Cl[C:2]1[CH:7]=[C:6]([Cl:8])[N:5]=[C:4]([NH2:9])[N:3]=1.CCN(CC)CC.[CH:17]1([CH:20]2[CH2:24][CH2:23][CH2:22][NH:21]2)[CH2:19][CH2:18]1. Product: [Cl:8][C:6]1[CH:7]=[C:2]([N:21]2[CH2:22][CH2:23][CH2:24][CH:20]2[CH:17]2[CH2:19][CH2:18]2)[N:3]=[C:4]([NH2:9])[N:5]=1. The catalyst class is: 23. (3) Reactant: [O:1]=[C:2]1[CH:6]=[C:5]([C@H:7]2[CH2:12][CH2:11][N:10]([C:13]([O:15][CH3:16])=[O:14])[C@@H:9]([CH2:17][C:18]3[CH:23]=[CH:22][CH:21]=[C:20]([C:24]([F:27])([F:26])[F:25])[CH:19]=3)[CH2:8]2)[O:4][NH:3]1.CCCCCCC.CC(O)C. Product: [O:1]=[C:2]1[CH:6]=[C:5]([C@H:7]2[CH2:12][CH2:11][N:10]([C:13]([O:15][CH3:16])=[O:14])[C@@H:9]([CH2:17][C:18]3[CH:23]=[CH:22][CH:21]=[C:20]([C:24]([F:27])([F:25])[F:26])[CH:19]=3)[CH2:8]2)[O:4][NH:3]1.[O:1]=[C:2]1[CH:6]=[C:5]([C@@H:7]2[CH2:12][CH2:11][N:10]([C:13]([O:15][CH3:16])=[O:14])[C@H:9]([CH2:17][C:18]3[CH:23]=[CH:22][CH:21]=[C:20]([C:24]([F:27])([F:25])[F:26])[CH:19]=3)[CH2:8]2)[O:4][NH:3]1. The catalyst class is: 10. (4) Reactant: [Cl:1][C:2]1[CH:7]=[CH:6][C:5](B2OC(C)(C)C(C)(C)O2)=[CH:4][N:3]=1.[O-]P([O-])([O-])=O.[K+].[K+].[K+].C(Cl)Cl.[CH3:28][Si:29]([CH3:69])([CH3:68])[CH2:30][CH2:31][O:32][CH2:33][N:34]([CH2:60][O:61][CH2:62][CH2:63][Si:64]([CH3:67])([CH3:66])[CH3:65])[C:35]1[N:40]2[N:41]=[CH:42][C:43](I)=[C:39]2[N:38]=[C:37]([CH:45]2[CH2:51][CH:50]3[N:52]([C:53]([O:55][C:56]([CH3:59])([CH3:58])[CH3:57])=[O:54])[CH:47]([CH2:48][CH2:49]3)[CH2:46]2)[CH:36]=1. Product: [CH3:67][Si:64]([CH3:65])([CH3:66])[CH2:63][CH2:62][O:61][CH2:60][N:34]([CH2:33][O:32][CH2:31][CH2:30][Si:29]([CH3:28])([CH3:69])[CH3:68])[C:35]1[N:40]2[N:41]=[CH:42][C:43]([C:5]3[CH:4]=[N:3][C:2]([Cl:1])=[CH:7][CH:6]=3)=[C:39]2[N:38]=[C:37]([CH:45]2[CH2:51][CH:50]3[N:52]([C:53]([O:55][C:56]([CH3:59])([CH3:58])[CH3:57])=[O:54])[CH:47]([CH2:48][CH2:49]3)[CH2:46]2)[CH:36]=1. The catalyst class is: 117. (5) Reactant: CC([O-])(C)C.[K+].CC(O)(C)C.[CH2:12]([O:14][C:15]1[CH:16]=[C:17]([C:23](=[O:29])[CH2:24][S:25]([CH3:28])(=[O:27])=[O:26])[CH:18]=[CH:19][C:20]=1[O:21][CH3:22])[CH3:13].[H][H]. The catalyst class is: 41. Product: [CH2:12]([O:14][C:15]1[CH:16]=[C:17]([C@@H:23]([OH:29])[CH2:24][S:25]([CH3:28])(=[O:27])=[O:26])[CH:18]=[CH:19][C:20]=1[O:21][CH3:22])[CH3:13]. (6) Reactant: [C:1]([O:5][C:6]([N:8]([CH2:20][C:21]([OH:23])=[O:22])[CH2:9][C:10]1[CH:15]=[CH:14][C:13]([F:16])=[CH:12][C:11]=1[N+:17]([O-])=O)=[O:7])([CH3:4])([CH3:3])[CH3:2].[H][H]. Product: [NH2:17][C:11]1[CH:12]=[C:13]([F:16])[CH:14]=[CH:15][C:10]=1[CH2:9][N:8]([C:6]([O:5][C:1]([CH3:4])([CH3:3])[CH3:2])=[O:7])[CH2:20][C:21]([OH:23])=[O:22]. The catalyst class is: 50. (7) Reactant: [CH2:1]([C:3]1[N:7]([C:8]2[N:16]=[C:15]3[C:11]([N:12]=[C:13]([CH:18]=O)[N:14]3[CH3:17])=[C:10]([N:20]3[CH2:25][CH2:24][O:23][CH2:22][CH2:21]3)[N:9]=2)[C:6]2[CH:26]=[CH:27][CH:28]=[CH:29][C:5]=2[N:4]=1)[CH3:2].[O:30]1[CH2:33][CH:32]([N:34]2[CH2:39][CH2:38][NH:37][CH2:36][CH2:35]2)[CH2:31]1.C(O[BH-](OC(=O)C)OC(=O)C)(=O)C.[Na+]. Product: [CH2:1]([C:3]1[N:7]([C:8]2[N:16]=[C:15]3[C:11]([N:12]=[C:13]([CH2:18][N:37]4[CH2:38][CH2:39][N:34]([CH:32]5[CH2:33][O:30][CH2:31]5)[CH2:35][CH2:36]4)[N:14]3[CH3:17])=[C:10]([N:20]3[CH2:25][CH2:24][O:23][CH2:22][CH2:21]3)[N:9]=2)[C:6]2[CH:26]=[CH:27][CH:28]=[CH:29][C:5]=2[N:4]=1)[CH3:2]. The catalyst class is: 26.